Predict which catalyst facilitates the given reaction. From a dataset of Catalyst prediction with 721,799 reactions and 888 catalyst types from USPTO. (1) Reactant: [CH2:1]([O:8][C:9](=[O:29])[C@H:10]([CH2:19][C:20]1[C:28]2[C:23](=[CH:24][CH:25]=[CH:26][CH:27]=2)[NH:22][CH:21]=1)[NH:11][C:12]([O:14][C:15]([CH3:18])([CH3:17])[CH3:16])=[O:13])[C:2]1[CH:7]=[CH:6][CH:5]=[CH:4][CH:3]=1.[C:30]([C:34]1[CH:41]=[CH:40][C:37]([CH2:38]Br)=[CH:36][CH:35]=1)([CH3:33])([CH3:32])[CH3:31].[H-].[Na+]. Product: [CH2:1]([O:8][C:9](=[O:29])[CH:10]([NH:11][C:12]([O:14][C:15]([CH3:16])([CH3:18])[CH3:17])=[O:13])[CH2:19][C:20]1[C:28]2[C:23](=[CH:24][CH:25]=[CH:26][CH:27]=2)[N:22]([CH2:38][C:37]2[CH:40]=[CH:41][C:34]([C:30]([CH3:33])([CH3:32])[CH3:31])=[CH:35][CH:36]=2)[CH:21]=1)[C:2]1[CH:7]=[CH:6][CH:5]=[CH:4][CH:3]=1. The catalyst class is: 1. (2) Reactant: [C:1](O[BH-](OC(=O)C)OC(=O)C)(=O)C.[Na+].[N+:15]([C:18]1[CH:25]=[CH:24][C:21]([CH:22]=O)=[CH:20][CH:19]=1)([O-:17])=[O:16].[CH:26]12[CH2:32][CH:29]([CH2:30][CH2:31]1)[CH2:28][C@@H:27]2[NH2:33].C=O.[OH-].[Na+]. Product: [CH:26]12[CH2:32][CH:29]([CH2:30][CH2:31]1)[CH2:28][C@@H:27]2[N:33]([CH3:1])[CH2:22][C:21]1[CH:24]=[CH:25][C:18]([N+:15]([O-:17])=[O:16])=[CH:19][CH:20]=1. The catalyst class is: 699. (3) Reactant: [CH:1]([CH:3]=O)=[O:2].[CH2:5]([NH:7][CH2:8][CH:9]([C:11]1[CH:16]=[CH:15][CH:14]=[CH:13][CH:12]=1)[OH:10])[CH3:6]. Product: [CH2:5]([N:7]1[CH2:8][CH:9]([C:11]2[CH:16]=[CH:15][CH:14]=[CH:13][CH:12]=2)[O:10][C:1](=[O:2])[CH2:3]1)[CH3:6]. The catalyst class is: 11. (4) Reactant: [CH3:1][N:2]([CH2:20][C:21]1([CH2:26][NH:27][CH2:28][C:29]2[CH:38]=[CH:37][C:32]([C:33]([O:35][CH3:36])=[O:34])=[CH:31][CH:30]=2)[CH2:25][CH2:24][CH2:23][CH2:22]1)[CH2:3][C:4](=[O:19])[NH:5][C:6]1[CH:11]=[CH:10][C:9]([O:12][C:13]2[CH:18]=[CH:17][CH:16]=[CH:15][CH:14]=2)=[CH:8][CH:7]=1.C=O.[C:41]([BH3-])#N.[Na+].[OH-].[Na+]. Product: [CH3:41][N:27]([CH2:28][C:29]1[CH:30]=[CH:31][C:32]([C:33]([O:35][CH3:36])=[O:34])=[CH:37][CH:38]=1)[CH2:26][C:21]1([CH2:20][N:2]([CH3:1])[CH2:3][C:4](=[O:19])[NH:5][C:6]2[CH:7]=[CH:8][C:9]([O:12][C:13]3[CH:18]=[CH:17][CH:16]=[CH:15][CH:14]=3)=[CH:10][CH:11]=2)[CH2:25][CH2:24][CH2:23][CH2:22]1. The catalyst class is: 15. (5) Reactant: [BH4-].[Na+].[C:3]1(=[O:15])[C:6]2=[C:7]3[C:12](=[CH:13][CH:14]=[C:5]2[CH2:4]1)[CH:11]=[CH:10][CH:9]=[CH:8]3. Product: [CH:3]1([OH:15])[C:6]2=[C:7]3[C:12](=[CH:13][CH:14]=[C:5]2[CH2:4]1)[CH:11]=[CH:10][CH:9]=[CH:8]3. The catalyst class is: 5. (6) Reactant: [OH:1][C:2]1[CH:3]=[CH:4][C:5]([CH3:8])=[N:6][CH:7]=1.C([O-])([O-])=O.[K+].[K+].Br[CH2:16][C:17](=[O:28])[C:18]([C:21]1[CH:26]=[CH:25][C:24]([Cl:27])=[CH:23][CH:22]=1)([CH3:20])[CH3:19]. Product: [Cl:27][C:24]1[CH:23]=[CH:22][C:21]([C:18]([CH3:20])([CH3:19])[C:17](=[O:28])[CH2:16][O:1][C:2]2[CH:7]=[N:6][C:5]([CH3:8])=[CH:4][CH:3]=2)=[CH:26][CH:25]=1. The catalyst class is: 21. (7) Reactant: [F:1][C:2]1[CH:7]=[CH:6][C:5]([NH2:8])=[C:4]([N+:9]([O-:11])=[O:10])[CH:3]=1.F[C:13]1[CH:20]=[CH:19][C:18]([C:21]([F:24])([F:23])[F:22])=[CH:17][C:14]=1[C:15]#[N:16].O.[OH-].[Li+]. Product: [F:1][C:2]1[CH:7]=[CH:6][C:5]([NH:8][C:13]2[CH:20]=[CH:19][C:18]([C:21]([F:22])([F:24])[F:23])=[CH:17][C:14]=2[C:15]#[N:16])=[C:4]([N+:9]([O-:11])=[O:10])[CH:3]=1. The catalyst class is: 16. (8) Product: [CH3:1][O:2][C:3](=[O:15])[C:4]1[CH:9]=[CH:8][C:7]([CH2:10][NH:11][CH:12]=[O:13])=[N:6][C:5]=1[NH:33][C:26]1[CH:27]=[CH:28][C:29]([S:31][CH3:32])=[CH:30][C:25]=1[F:24]. The catalyst class is: 101. Reactant: [CH3:1][O:2][C:3](=[O:15])[C:4]1[CH:9]=[CH:8][C:7]([CH2:10][NH:11][CH:12]=[O:13])=[N:6][C:5]=1Cl.P([O-])([O-])([O-])=O.[K+].[K+].[K+].[F:24][C:25]1[CH:30]=[C:29]([S:31][CH3:32])[CH:28]=[CH:27][C:26]=1[NH2:33].C1(P(C2CCCCC2)C2C=CC=CC=2C2C(OC(C)C)=CC=CC=2OC(C)C)CCCCC1.